This data is from Forward reaction prediction with 1.9M reactions from USPTO patents (1976-2016). The task is: Predict the product of the given reaction. (1) Given the reactants [Br:1][C:2]1[CH:7]=[CH:6][C:5]([C:8]2[CH:13]=[CH:12][C:11]([Br:14])=[CH:10][C:9]=2[N+:15]([O-])=O)=[C:4]([N+:18]([O-])=O)[CH:3]=1.CCO.[OH-].[Na+], predict the reaction product. The product is: [Br:1][C:2]1[CH:7]=[CH:6][C:5]([C:8]2[CH:13]=[CH:12][C:11]([Br:14])=[CH:10][C:9]=2[NH2:15])=[C:4]([NH2:18])[CH:3]=1. (2) Given the reactants [CH3:1][S:2]([O-:4])=[O:3].[Na+].Br[C:7]1[N:11]2[CH2:12][CH2:13][N:14]([CH3:31])[C:15]3([CH2:20][CH2:19][N:18]([C:21]([O:23][CH2:24][C:25]4[CH:30]=[CH:29][CH:28]=[CH:27][CH:26]=4)=[O:22])[CH2:17][CH2:16]3)[C:10]2=[CH:9][CH:8]=1, predict the reaction product. The product is: [CH3:31][N:14]1[C:15]2([CH2:16][CH2:17][N:18]([C:21]([O:23][CH2:24][C:25]3[CH:30]=[CH:29][CH:28]=[CH:27][CH:26]=3)=[O:22])[CH2:19][CH2:20]2)[C:10]2=[CH:9][CH:8]=[C:7]([S:2]([CH3:1])(=[O:4])=[O:3])[N:11]2[CH2:12][CH2:13]1. (3) Given the reactants [OH:1][CH:2]1[CH:7]([C:8]2[CH:13]=[CH:12][C:11]([OH:14])=[CH:10][CH:9]=2)[CH2:6][CH2:5][N:4]([C:15]([O:17][C:18]([CH3:21])([CH3:20])[CH3:19])=[O:16])[CH2:3]1.[CH2:22]([Br:25])[CH:23]=[CH2:24].C(=O)([O-])[O-].[K+].[K+], predict the reaction product. The product is: [CH2:24]([O:14][C:11]1[CH:10]=[CH:9][C:8]([CH:7]2[CH2:6][CH2:5][N:4]([C:15]([O:17][C:18]([CH3:21])([CH3:20])[CH3:19])=[O:16])[CH2:3][CH:2]2[OH:1])=[CH:13][CH:12]=1)[CH:23]=[CH2:22].[Br:25][CH2:22][C:23]1[CH:6]=[CH:7][C:8]2[C:9](=[CH:10][CH:11]=[CH:12][CH:13]=2)[CH:24]=1. (4) Given the reactants [H-].[Na+].CS(C)=O.[F:7][C:8]([F:19])([F:18])[C:9]1[CH:10]=[C:11]([CH2:15][C:16]#[N:17])[CH:12]=[CH:13][CH:14]=1.Br[CH2:21][CH2:22][CH2:23]Br, predict the reaction product. The product is: [F:7][C:8]([F:18])([F:19])[C:9]1[CH:10]=[C:11]([C:15]2([C:16]#[N:17])[CH2:23][CH2:22][CH2:21]2)[CH:12]=[CH:13][CH:14]=1.